This data is from Peptide-MHC class II binding affinity with 134,281 pairs from IEDB. The task is: Regression. Given a peptide amino acid sequence and an MHC pseudo amino acid sequence, predict their binding affinity value. This is MHC class II binding data. (1) The peptide sequence is EAVRHFPRPWLHGL. The MHC is HLA-DQA10301-DQB10301 with pseudo-sequence HLA-DQA10301-DQB10301. The binding affinity (normalized) is 0.222. (2) The peptide sequence is LIEKINAGFKAALAA. The MHC is DRB4_0101 with pseudo-sequence DRB4_0103. The binding affinity (normalized) is 0.316. (3) The peptide sequence is SGIAFGSMAKKGDEQ. The MHC is DRB1_1501 with pseudo-sequence DRB1_1501. The binding affinity (normalized) is 0.232. (4) The peptide sequence is EKKYFATTQFEPLAA. The MHC is HLA-DPA10201-DPB10501 with pseudo-sequence HLA-DPA10201-DPB10501. The binding affinity (normalized) is 0.848. (5) The peptide sequence is YDKFLANHSTVLTGK. The MHC is DRB1_1101 with pseudo-sequence DRB1_1101. The binding affinity (normalized) is 0.616. (6) The peptide sequence is YALFYKLDVVPIDNDNTSY. The MHC is DRB4_0101 with pseudo-sequence DRB4_0103. The binding affinity (normalized) is 0.572. (7) The peptide sequence is NMNIKLKMPLYVAGH. The MHC is HLA-DQA10102-DQB10602 with pseudo-sequence HLA-DQA10102-DQB10602. The binding affinity (normalized) is 0.115. (8) The peptide sequence is NVYSNLYNWSASYTGG. The MHC is H-2-IAb with pseudo-sequence H-2-IAb. The binding affinity (normalized) is 0.400.